Dataset: Forward reaction prediction with 1.9M reactions from USPTO patents (1976-2016). Task: Predict the product of the given reaction. (1) Given the reactants C([O:3][C:4]([C:6]1[S:10][C:9]([NH:11][C:12]([O:14][C:15]([CH3:18])([CH3:17])[CH3:16])=[O:13])=[N:8][C:7]=1[C:19]1[CH:24]=[CH:23][CH:22]=[CH:21][CH:20]=1)=O)C.[H-].[Na+].O[NH:28][C:29](=[NH:31])[CH3:30].C(OCC)(=O)C, predict the reaction product. The product is: [C:15]([O:14][C:12](=[O:13])[NH:11][C:9]1[S:10][C:6]([C:4]2[O:3][N:31]=[C:29]([CH3:30])[N:28]=2)=[C:7]([C:19]2[CH:24]=[CH:23][CH:22]=[CH:21][CH:20]=2)[N:8]=1)([CH3:17])([CH3:18])[CH3:16]. (2) Given the reactants C[O:2][C:3](=O)[CH2:4][NH:5][C:6]([C:8]1[C:17]2[C:12](=[CH:13][CH:14]=[CH:15][CH:16]=2)[CH:11]=[CH:10][CH:9]=1)=[O:7].O.[NH2:20][NH2:21].O, predict the reaction product. The product is: [NH:20]([C:3](=[O:2])[CH2:4][NH:5][C:6]([C:8]1[C:17]2[C:12](=[CH:13][CH:14]=[CH:15][CH:16]=2)[CH:11]=[CH:10][CH:9]=1)=[O:7])[NH2:21]. (3) Given the reactants [CH3:1][O:2][C:3](=[O:39])[CH2:4][CH2:5][C:6]1[CH:11]=[CH:10][C:9]([N:12]([CH2:25][C:26]2[CH:31]=[CH:30][CH:29]=[C:28]([O:32]C3CCCCO3)[CH:27]=2)[S:13]([C:16]2[C:21]([CH3:22])=[CH:20][C:19]([CH3:23])=[CH:18][C:17]=2[CH3:24])(=[O:15])=[O:14])=[CH:8][CH:7]=1.Cl.C([SiH](CC)CC)C.C(=O)(O)[O-].[Na+], predict the reaction product. The product is: [CH3:1][O:2][C:3](=[O:39])[CH2:4][CH2:5][C:6]1[CH:11]=[CH:10][C:9]([N:12]([CH2:25][C:26]2[CH:31]=[CH:30][CH:29]=[C:28]([OH:32])[CH:27]=2)[S:13]([C:16]2[C:17]([CH3:24])=[CH:18][C:19]([CH3:23])=[CH:20][C:21]=2[CH3:22])(=[O:15])=[O:14])=[CH:8][CH:7]=1. (4) Given the reactants [BH4-].[Na+].[CH2:3]([N:5]1[C:9]([C:10]2[CH:11]=[C:12]([CH:15]=[CH:16][CH:17]=2)[C:13]#[N:14])=[CH:8][C:7]([CH:18]=[O:19])=[N:6]1)[CH3:4].[NH4+].[Cl-], predict the reaction product. The product is: [CH2:3]([N:5]1[C:9]([C:10]2[CH:11]=[C:12]([CH:15]=[CH:16][CH:17]=2)[C:13]#[N:14])=[CH:8][C:7]([CH2:18][OH:19])=[N:6]1)[CH3:4]. (5) Given the reactants [O:1]=[S:2]1(=[O:29])[CH2:7][CH2:6][CH:5]([C:8]2[C:16]3[C:11](=[C:12]([C:26]([NH2:28])=[O:27])[CH:13]=[C:14](B4OC(C)(C)C(C)(C)O4)[CH:15]=3)[NH:10][CH:9]=2)[CH2:4][CH2:3]1.Br[C:31]1[S:35][C:34]([S:36]([N:39]2[CH2:42][CH2:41][CH2:40]2)(=[O:38])=[O:37])=[CH:33][CH:32]=1.C([O-])([O-])=O.[K+].[K+], predict the reaction product. The product is: [N:39]1([S:36]([C:34]2[S:35][C:31]([C:14]3[CH:15]=[C:16]4[C:11](=[C:12]([C:26]([NH2:28])=[O:27])[CH:13]=3)[NH:10][CH:9]=[C:8]4[CH:5]3[CH2:4][CH2:3][S:2](=[O:29])(=[O:1])[CH2:7][CH2:6]3)=[CH:32][CH:33]=2)(=[O:38])=[O:37])[CH2:40][CH2:41][CH2:42]1. (6) Given the reactants [Cl:1][C:2]1[CH:3]=[C:4]([N:9]2[C:14](=[O:15])[CH:13]=[C:12]([O:16][CH:17]3[CH2:22][CH2:21][N:20]([C:23]4[N:28]=[CH:27][C:26]([CH2:29][CH2:30][CH3:31])=[CH:25][N:24]=4)[CH2:19][CH2:18]3)[C:11](C(O)=O)=[N:10]2)[CH:5]=[CH:6][C:7]=1[Cl:8].C([O-])([O-])=O.[K+].[K+], predict the reaction product. The product is: [Cl:1][C:2]1[CH:3]=[C:4]([N:9]2[C:14](=[O:15])[CH:13]=[C:12]([O:16][CH:17]3[CH2:22][CH2:21][N:20]([C:23]4[N:24]=[CH:25][C:26]([CH2:29][CH2:30][CH3:31])=[CH:27][N:28]=4)[CH2:19][CH2:18]3)[CH:11]=[N:10]2)[CH:5]=[CH:6][C:7]=1[Cl:8]. (7) Given the reactants [C:1]([C:5]1[CH:6]=[C:7]([CH:9]=[CH:10][CH:11]=1)[NH2:8])([CH3:4])([CH3:3])[CH3:2].C[Al](C)C.C([O:18][C:19]([C:21]1[C:22]2[CH:29]=[CH:28][C:27]([O:30][C:31]3[CH:36]=[CH:35][N:34]=[C:33]([CH2:37][O:38]C(=O)CCCCC)[N:32]=3)=[CH:26][C:23]=2[S:24][CH:25]=1)=O)C.[NH4+].[Cl-], predict the reaction product. The product is: [C:1]([C:5]1[CH:6]=[C:7]([NH:8][C:19]([C:21]2[C:22]3[CH:29]=[CH:28][C:27]([O:30][C:31]4[CH:36]=[CH:35][N:34]=[C:33]([CH2:37][OH:38])[N:32]=4)=[CH:26][C:23]=3[S:24][CH:25]=2)=[O:18])[CH:9]=[CH:10][CH:11]=1)([CH3:4])([CH3:2])[CH3:3].